From a dataset of Forward reaction prediction with 1.9M reactions from USPTO patents (1976-2016). Predict the product of the given reaction. (1) Given the reactants [CH2:1]([N:9]1[CH:13]=[C:12]([C:14]2[C:22]3[C:17](=[N:18][CH:19]=[C:20]([C:23]4[CH:24]=[N:25][C:26]([N:29]5[CH2:34][CH2:33][NH:32][CH2:31][CH2:30]5)=[CH:27][CH:28]=4)[CH:21]=3)[N:16]([S:35]([C:38]3[CH:44]=[CH:43][C:41]([CH3:42])=[CH:40][CH:39]=3)(=[O:37])=[O:36])[CH:15]=2)[CH:11]=[N:10]1)[CH2:2][C:3]1[CH:8]=[CH:7][CH:6]=[CH:5][CH:4]=1.[CH3:45][C@H:46]1[CH2:48][O:47]1.CCN(C(C)C)C(C)C, predict the reaction product. The product is: [CH2:1]([N:9]1[CH:13]=[C:12]([C:14]2[C:22]3[C:17](=[N:18][CH:19]=[C:20]([C:23]4[CH:28]=[CH:27][C:26]([N:29]5[CH2:34][CH2:33][N:32]([CH2:45][C@@H:46]([OH:47])[CH3:48])[CH2:31][CH2:30]5)=[N:25][CH:24]=4)[CH:21]=3)[N:16]([S:35]([C:38]3[CH:39]=[CH:40][C:41]([CH3:42])=[CH:43][CH:44]=3)(=[O:36])=[O:37])[CH:15]=2)[CH:11]=[N:10]1)[CH2:2][C:3]1[CH:4]=[CH:5][CH:6]=[CH:7][CH:8]=1. (2) Given the reactants [Br:1][C:2]1[CH:3]=[C:4]2[C:15](=[CH:16][CH:17]=1)[O:14][C:7]1[C:8]([F:13])=[N:9][C:10]([Cl:12])=[CH:11][C:6]=1[C:5]2=O.[CH3:19][Mg]Cl, predict the reaction product. The product is: [Br:1][C:2]1[CH:3]=[C:4]2[C:15](=[CH:16][CH:17]=1)[O:14][C:7]1[C:8]([F:13])=[N:9][C:10]([Cl:12])=[CH:11][C:6]=1[C:5]2=[CH2:19].